Dataset: Catalyst prediction with 721,799 reactions and 888 catalyst types from USPTO. Task: Predict which catalyst facilitates the given reaction. (1) Reactant: [CH2:1]([O:3][C:4]([C:6]1[NH:7][CH:8]=[C:9]([N+:11]([O-:13])=[O:12])[CH:10]=1)=[O:5])[CH3:2].[H-].[Na+].[CH3:16][S:17](Cl)(=[O:19])=[O:18].O. Product: [CH2:1]([O:3][C:4]([C:6]1[N:7]([S:17]([CH3:16])(=[O:19])=[O:18])[CH:8]=[C:9]([N+:11]([O-:13])=[O:12])[CH:10]=1)=[O:5])[CH3:2]. The catalyst class is: 1. (2) Reactant: [CH3:1][N:2]([CH3:22])[CH2:3][CH2:4][C:5]([N:7]1[C:16]2[C:11](=[CH:12][C:13]([O:20][CH3:21])=[C:14]([N+:17]([O-])=O)[CH:15]=2)[CH2:10][CH2:9][CH2:8]1)=[O:6].[H][H]. Product: [CH3:22][N:2]([CH3:1])[CH2:3][CH2:4][C:5]([N:7]1[C:16]2[C:11](=[CH:12][C:13]([O:20][CH3:21])=[C:14]([NH2:17])[CH:15]=2)[CH2:10][CH2:9][CH2:8]1)=[O:6]. The catalyst class is: 19. (3) Reactant: [H-].[Na+].[OH:3][CH:4]1[CH2:9][CH2:8][N:7]([CH3:10])[CH2:6][CH2:5]1.Cl.[N:12]1([C:19]([C:21]2[CH:38]=[CH:37][C:24]([NH:25][C:26]3[C:35]4[C:30](=[CH:31][CH:32]=[CH:33][C:34]=4F)[N:29]=[CH:28][N:27]=3)=[CH:23][C:22]=2[Cl:39])=[O:20])[CH2:18][CH2:17][CH2:16][CH2:15][CH2:14][CH2:13]1. Product: [N:12]1([C:19]([C:21]2[CH:38]=[CH:37][C:24]([NH:25][C:26]3[C:35]4[C:30](=[CH:31][CH:32]=[CH:33][C:34]=4[O:3][CH:4]4[CH2:9][CH2:8][N:7]([CH3:10])[CH2:6][CH2:5]4)[N:29]=[CH:28][N:27]=3)=[CH:23][C:22]=2[Cl:39])=[O:20])[CH2:18][CH2:17][CH2:16][CH2:15][CH2:14][CH2:13]1. The catalyst class is: 44.